Dataset: Reaction yield outcomes from USPTO patents with 853,638 reactions. Task: Predict the reaction yield, written as a fraction of the theoretical maximum amount of product (1.0 means a 100% yield; for example, 0.34 means a 34% yield). (1) The reactants are [H-].[Na+].[CH2:3]([C:5]1[CH:10]=[CH:9][C:8]([OH:11])=[C:7]([O:12][CH3:13])[CH:6]=1)[CH3:4].[F:14][C:15]1[CH:20]=[CH:19][CH:18]=[C:17](F)[N:16]=1. The catalyst is CS(C)=O. The product is [CH2:3]([C:5]1[CH:10]=[CH:9][C:8]([O:11][C:17]2[CH:18]=[CH:19][CH:20]=[C:15]([F:14])[N:16]=2)=[C:7]([O:12][CH3:13])[CH:6]=1)[CH3:4]. The yield is 1.00. (2) The reactants are [C:1]([N:5]([C:26](=[O:35])[C:27]1[CH:32]=[C:31]([CH3:33])[CH:30]=[C:29]([CH3:34])[CH:28]=1)[NH:6][C:7](=[O:25])[C:8]1[CH:13]=[CH:12][C:11]([CH:14]=O)=[C:10]([B:16]2OC(C)(C)C(C)(C)[O:17]2)[CH:9]=1)([CH3:4])([CH3:3])[CH3:2].[NH2:36][NH2:37]. The catalyst is CCO. The product is [C:1]([N:5]([C:26](=[O:35])[C:27]1[CH:32]=[C:31]([CH3:33])[CH:30]=[C:29]([CH3:34])[CH:28]=1)[NH:6][C:7]([C:8]1[CH:13]=[CH:12][C:11]2[CH:14]=[N:37][NH:36][B:16]([OH:17])[C:10]=2[CH:9]=1)=[O:25])([CH3:4])([CH3:3])[CH3:2]. The yield is 0.707. (3) The reactants are [F:1][C:2]1([F:25])[CH2:6][CH2:5][N:4]([C:7]2[C:17]3[O:16][CH2:15][CH2:14][N:13](C(OC(C)(C)C)=O)[CH2:12][C:11]=3[CH:10]=[CH:9][CH:8]=2)[CH2:3]1.C(OCC)(=O)C.Cl. The catalyst is C(OCC)(=O)C. The product is [F:25][C:2]1([F:1])[CH2:6][CH2:5][N:4]([C:7]2[C:17]3[O:16][CH2:15][CH2:14][NH:13][CH2:12][C:11]=3[CH:10]=[CH:9][CH:8]=2)[CH2:3]1. The yield is 0.520. (4) The reactants are [F:1][C:2]1[C:7]([CH2:8][OH:9])=[CH:6][CH:5]=[CH:4][C:3]=1[NH:10][S:11]([CH2:14][CH2:15][CH3:16])(=[O:13])=[O:12].CC(OI1(OC(C)=O)(OC(C)=O)OC(=O)C2C=CC=CC1=2)=O.O. The catalyst is O1CCCC1. The product is [F:1][C:2]1[C:7]([CH:8]=[O:9])=[CH:6][CH:5]=[CH:4][C:3]=1[NH:10][S:11]([CH2:14][CH2:15][CH3:16])(=[O:13])=[O:12]. The yield is 0.500. (5) The reactants are [NH2:1][CH2:2][CH:3]=[CH:4][C:5]1[NH:6][C:7](=[O:29])[C:8]2[C:9]3[N:18]([CH3:19])[C:17]([NH:20][C:21]4[CH:26]=[CH:25][C:24]([F:27])=[CH:23][C:22]=4[CH3:28])=[N:16][C:10]=3[CH:11]=[CH:12][C:13]=2[C:14]=1[CH3:15].[CH3:30][P:31]1(=[O:40])[CH2:36][CH2:35][CH:34]([C:37](O)=[O:38])[CH2:33][CH2:32]1.CN(C(ON1N=NC2C=CC=NC1=2)=[N+](C)C)C.F[P-](F)(F)(F)(F)F. The catalyst is C(N(CC)CC)C.CN(C)C=O. The product is [F:27][C:24]1[CH:25]=[CH:26][C:21]([NH:20][C:17]2[N:18]([CH3:19])[C:9]3[C:8]4[C:7](=[O:29])[NH:6][C:5]([CH:4]=[CH:3][CH2:2][NH:1][C:37]([CH:34]5[CH2:35][CH2:36][P:31]([CH3:30])(=[O:40])[CH2:32][CH2:33]5)=[O:38])=[C:14]([CH3:15])[C:13]=4[CH:12]=[CH:11][C:10]=3[N:16]=2)=[C:22]([CH3:28])[CH:23]=1. The yield is 0.260. (6) The reactants are C([O:3][C:4]([C:6]1[C:10]([CH3:11])=[C:9]([CH:12]=[O:13])[NH:8][C:7]=1[CH3:14])=[O:5])C.[OH-].[K+].O. The catalyst is CO. The product is [CH:12]([C:9]1[NH:8][C:7]([CH3:14])=[C:6]([C:4]([OH:5])=[O:3])[C:10]=1[CH3:11])=[O:13]. The yield is 0.935. (7) The reactants are [Cl:1][C:2]1[C:7]([C:8]#[N:9])=[CH:6][C:5]([F:10])=[C:4](Cl)[N:3]=1.[CH2:12]([NH2:17])[C:13]([CH3:16])([CH3:15])[CH3:14].C(N(CC)CC)C. The catalyst is C(#N)C. The product is [Cl:1][C:2]1[N:3]=[C:4]([NH:17][CH2:12][C:13]([CH3:16])([CH3:15])[CH3:14])[C:5]([F:10])=[CH:6][C:7]=1[C:8]#[N:9]. The yield is 0.870.